Dataset: Reaction yield outcomes from USPTO patents with 853,638 reactions. Task: Predict the reaction yield, written as a fraction of the theoretical maximum amount of product (1.0 means a 100% yield; for example, 0.34 means a 34% yield). (1) The reactants are [C:1]([OH:20])(=O)[CH2:2][CH2:3][CH2:4][CH2:5][CH2:6][CH2:7][CH2:8][CH2:9][CH2:10][CH2:11][CH2:12][CH2:13][CH2:14][CH2:15][CH2:16][CH2:17][CH3:18].[NH2:21][CH2:22][CH2:23][CH2:24][CH2:25][CH2:26][C:27]([N:29]1[CH2:33][CH:32]([OH:34])[CH2:31][CH:30]1[CH:35]([C:54]1[CH:59]=[CH:58][CH:57]=[CH:56][CH:55]=1)[O:36][CH:37]([C:46]1[CH:51]=[CH:50][C:49]([O:52][CH3:53])=[CH:48][CH:47]=1)[C:38]1[CH:43]=[CH:42][C:41]([O:44][CH3:45])=[CH:40][CH:39]=1)=[O:28]. No catalyst specified. The product is [CH3:45][O:44][C:41]1[CH:42]=[CH:43][C:38]([CH:37]([C:46]2[CH:51]=[CH:50][C:49]([O:52][CH3:53])=[CH:48][CH:47]=2)[O:36][CH:35]([C:54]2[CH:55]=[CH:56][CH:57]=[CH:58][CH:59]=2)[CH:30]2[CH2:31][CH:32]([OH:34])[CH2:33][N:29]2[C:27](=[O:28])[CH2:26][CH2:25][CH2:24][CH2:23][CH2:22][NH:21][C:1](=[O:20])[CH2:2][CH2:3][CH2:4][CH2:5][CH2:6][CH2:7][CH2:8][CH2:9][CH2:10][CH2:11][CH2:12][CH2:13][CH2:14][CH2:15][CH2:16][CH2:17][CH3:18])=[CH:39][CH:40]=1. The yield is 0.900. (2) The reactants are Cl.[CH2:2]([CH:9]1[CH2:14][CH2:13][N:12]([CH:15]([CH3:19])[C:16]([OH:18])=O)[CH2:11][CH2:10]1)[C:3]1[CH:8]=[CH:7][CH:6]=[CH:5][CH:4]=1.C(N(CC)CC)C.[NH2:27][C:28]1[CH:37]=[CH:36][C:31]2[NH:32][C:33](=[O:35])[O:34][C:30]=2[CH:29]=1.CN(C(ON1N=NC2C=CC=CC1=2)=[N+](C)C)C.F[P-](F)(F)(F)(F)F. The catalyst is CN(C)C=O. The product is [CH2:2]([CH:9]1[CH2:10][CH2:11][N:12]([CH:15]([CH3:19])[C:16]([NH:27][C:28]2[CH:37]=[CH:36][C:31]3[NH:32][C:33](=[O:35])[O:34][C:30]=3[CH:29]=2)=[O:18])[CH2:13][CH2:14]1)[C:3]1[CH:4]=[CH:5][CH:6]=[CH:7][CH:8]=1. The yield is 0.116.